Dataset: Catalyst prediction with 721,799 reactions and 888 catalyst types from USPTO. Task: Predict which catalyst facilitates the given reaction. (1) Reactant: [Cl:1][C:2]1[CH:7]=[C:6](Cl)[N:5]=[CH:4][C:3]=1[CH2:9][NH:10][C:11]1[C:16]([F:17])=[C:15]([O:18][CH3:19])[CH:14]=[C:13]([O:20][CH3:21])[C:12]=1[F:22].CC1(C)C(C)(C)OB([C:31]2[CH:32]=[CH:33][C:34]([C:37]3([C:41]#[N:42])[CH2:40][CH2:39][CH2:38]3)=[N:35][CH:36]=2)O1.C(=O)([O-])[O-].[K+].[K+]. Product: [Cl:1][C:2]1[C:3]([CH2:9][NH:10][C:11]2[C:16]([F:17])=[C:15]([O:18][CH3:19])[CH:14]=[C:13]([O:20][CH3:21])[C:12]=2[F:22])=[CH:4][N:5]=[C:6]([C:31]2[CH:36]=[N:35][C:34]([C:37]3([C:41]#[N:42])[CH2:40][CH2:39][CH2:38]3)=[CH:33][CH:32]=2)[CH:7]=1. The catalyst class is: 70. (2) Reactant: [CH3:1][C:2](O)([CH3:14])[CH2:3][C:4]1[CH:9]=[CH:8][C:7]([C:10]([F:13])([F:12])[F:11])=[CH:6][CH:5]=1.C[Si]([N:20]=[N+:21]=[N-:22])(C)C. Product: [N:20]([C:2]([CH3:14])([CH3:1])[CH2:3][C:4]1[CH:9]=[CH:8][C:7]([C:10]([F:13])([F:12])[F:11])=[CH:6][CH:5]=1)=[N+:21]=[N-:22]. The catalyst class is: 2. (3) Reactant: C1(=O)[O:6][C:4](=[O:5])[CH:3]=[CH:2]1.[OH-].[Na+].[C:10]([OH:14])(=[O:13])[CH:11]=[CH2:12].OO.S(OOS([O-])(=O)=O)([O-])(=O)=O.[Na+].[Na+]. Product: [C:4]([OH:6])(=[O:5])[CH:3]=[CH2:2].[C:4]([OH:6])(=[O:5])/[CH:12]=[CH:11]\[C:10]([OH:14])=[O:13]. The catalyst class is: 6. (4) Reactant: Br[C:2](C)([C:6]1[C:7](=[C:11](C)[CH:12]=[CH:13][CH:14]=1)[C:8]([O-])=[O:9])C([O-])=O.[C:17]([C:19]1[C:20]([OH:26])=[N:21][C:22]([CH3:25])=[CH:23][CH:24]=1)#[N:18].C(=O)([O-])[O-].[K+].[K+]. Product: [CH3:25][C:22]1[N:21]=[C:20]2[C:19]([C:17]3[NH:18][C:8](=[O:9])[C:7]4[CH:11]=[CH:12][CH:13]=[CH:14][C:6]=4[C:2]=3[O:26]2)=[CH:24][CH:23]=1. The catalyst class is: 3.